This data is from Catalyst prediction with 721,799 reactions and 888 catalyst types from USPTO. The task is: Predict which catalyst facilitates the given reaction. (1) Reactant: C([O:3][C:4](=[O:32])[CH:5](C(OCC)=O)[CH:6]([C:18]1[CH:23]=[CH:22][C:21]([N+:24]([O-:26])=[O:25])=[CH:20][CH:19]=1)[CH:7](C(OCC)=O)[C:8]([O:10]CC)=[O:9])C. Product: [N+:24]([C:21]1[CH:22]=[CH:23][C:18]([CH:6]([CH2:7][C:8]([OH:10])=[O:9])[CH2:5][C:4]([OH:32])=[O:3])=[CH:19][CH:20]=1)([O-:26])=[O:25]. The catalyst class is: 33. (2) Reactant: [NH2:1][C:2]1[C:3]([C:20]([OH:22])=O)=[N:4][C:5]([C:8]2[C:13]([C:14]([F:17])([F:16])[F:15])=[C:12]([O:18][CH3:19])[CH:11]=[CH:10][N:9]=2)=[CH:6][N:7]=1.[NH2:23][C:24]1[C:29]([N:30]2[CH2:35][CH2:34][C:33]([NH:37][C:38](=[O:44])[O:39][C:40]([CH3:43])([CH3:42])[CH3:41])([CH3:36])[CH2:32][CH2:31]2)=[CH:28][CH:27]=[CH:26][N:25]=1.C(N(C(C)C)C(C)C)C.F[P-](F)(F)(F)(F)F.C(C(=NO[C+](N(C)C)N1CCOCC1)C(OCC)=O)#N. Product: [NH2:1][C:2]1[C:3]([C:20]([NH:23][C:24]2[C:29]([N:30]3[CH2:35][CH2:34][C:33]([NH:37][C:38](=[O:44])[O:39][C:40]([CH3:43])([CH3:42])[CH3:41])([CH3:36])[CH2:32][CH2:31]3)=[CH:28][CH:27]=[CH:26][N:25]=2)=[O:22])=[N:4][C:5]([C:8]2[C:13]([C:14]([F:16])([F:17])[F:15])=[C:12]([O:18][CH3:19])[CH:11]=[CH:10][N:9]=2)=[CH:6][N:7]=1. The catalyst class is: 9. (3) Reactant: [Cl:1][C:2]1[CH:7]=[CH:6][C:5]([C:8]2([CH2:14][CH2:15][C:16]#[N:17])[CH2:13][CH2:12][NH:11][CH2:10][CH2:9]2)=[CH:4][CH:3]=1.Br[C:19]1[C:20]2[N:21]([N:25]=[C:26]([NH:28][C:29]3[CH:45]=[CH:44][C:32]([C:33]([N:35]([CH3:43])[CH:36]4[CH2:41][CH2:40][N:39]([CH3:42])[CH2:38][CH2:37]4)=[O:34])=[CH:31][CH:30]=3)[N:27]=2)[CH:22]=[CH:23][CH:24]=1.O1CCOCC1.C([O-])([O-])=O.[Cs+].[Cs+].CC1(C)C2C(=C(P(C3C=CC=CC=3)C3C=CC=CC=3)C=CC=2)OC2C(P(C3C=CC=CC=3)C3C=CC=CC=3)=CC=CC1=2. Product: [Cl:1][C:2]1[CH:7]=[CH:6][C:5]([C:8]2([CH2:14][CH2:15][C:16]#[N:17])[CH2:13][CH2:12][N:11]([C:19]3[C:20]4[N:21]([N:25]=[C:26]([NH:28][C:29]5[CH:45]=[CH:44][C:32]([C:33]([N:35]([CH3:43])[CH:36]6[CH2:37][CH2:38][N:39]([CH3:42])[CH2:40][CH2:41]6)=[O:34])=[CH:31][CH:30]=5)[N:27]=4)[CH:22]=[CH:23][CH:24]=3)[CH2:10][CH2:9]2)=[CH:4][CH:3]=1. The catalyst class is: 110. (4) Product: [NH2:1][C:2]1[C:3]([CH:9]=[O:10])=[CH:4][N:5]=[C:6]([Cl:8])[CH:7]=1. The catalyst class is: 177. Reactant: [NH2:1][C:2]1[CH:7]=[C:6]([Cl:8])[N:5]=[CH:4][C:3]=1[CH2:9][OH:10].